Binary Classification. Given a drug SMILES string, predict its activity (active/inactive) in a high-throughput screening assay against a specified biological target. From a dataset of HIV replication inhibition screening data with 41,000+ compounds from the AIDS Antiviral Screen. (1) The drug is ClC1=CNc2cccc3nccc1c23. The result is 0 (inactive). (2) The compound is O=C(CC(=O)c1cccc2ccccc12)C(=O)NC1C2CC3CC(C2)CC1C3. The result is 0 (inactive). (3) The compound is Cl.O=[N+]([O-])c1cccc2nc3ccccc3c(NCCCN3CCCCC3)c12. The result is 0 (inactive). (4) The drug is Cc1ccc(C=C2CNCC(=Cc3ccc(C)cc3)C2=O)cc1.Cl. The result is 0 (inactive). (5) The drug is CCOP(=O)(OCC)C(F)(F)CC1CCCCC1. The result is 0 (inactive).